Task: Predict which catalyst facilitates the given reaction.. Dataset: Catalyst prediction with 721,799 reactions and 888 catalyst types from USPTO Reactant: [C:1]([O:5][C:6]([N:8]1[CH2:12][CH2:11][C@H:10]([NH:13][C:14]2[CH:19]=[CH:18][C:17]([F:20])=[C:16]([Cl:21])[CH:15]=2)[CH2:9]1)=[O:7])([CH3:4])([CH3:3])[CH3:2].Br[C:23]1[CH:24]=[N:25][CH:26]=[CH:27][CH:28]=1.CC1(C)C2C=CC=C(P(C3C=CC=CC=3)C3C=CC=CC=3)C=2OC2C1=CC=CC=2P(C1C=CC=CC=1)C1C=CC=CC=1.CC(C)([O-])C.[Na+]. Product: [C:1]([O:5][C:6]([N:8]1[CH2:12][CH2:11][C@H:10]([N:13]([C:14]2[CH:19]=[CH:18][C:17]([F:20])=[C:16]([Cl:21])[CH:15]=2)[C:23]2[CH:24]=[N:25][CH:26]=[CH:27][CH:28]=2)[CH2:9]1)=[O:7])([CH3:4])([CH3:2])[CH3:3]. The catalyst class is: 487.